Predict the reaction yield, written as a fraction of the theoretical maximum amount of product (1.0 means a 100% yield; for example, 0.34 means a 34% yield). From a dataset of Reaction yield outcomes from USPTO patents with 853,638 reactions. (1) The reactants are [Cl:1][C:2]1[CH:7]=[CH:6][C:5]([CH:8]2[CH2:10][CH:9]2[C:11]([OH:13])=O)=[CH:4][CH:3]=1.C(Cl)(=O)C(Cl)=O.N1C=CC=CC=1.[NH2:26][N:27]1[C:36](=[O:37])[C:35]2[C:30](=[CH:31][CH:32]=[CH:33][CH:34]=2)[N:29]=[C:28]1[CH:38]([CH3:40])[CH3:39]. The catalyst is ClCCl.CN(C=O)C. The product is [CH:38]([C:28]1[N:27]([NH:26][C:11]([C@@H:9]2[CH2:10][C@@H:8]2[C:5]2[CH:4]=[CH:3][C:2]([Cl:1])=[CH:7][CH:6]=2)=[O:13])[C:36](=[O:37])[C:35]2[C:30](=[CH:31][CH:32]=[CH:33][CH:34]=2)[N:29]=1)([CH3:40])[CH3:39]. The yield is 0.280. (2) The reactants are [C:1]([O:5][C:6](=[O:31])[NH:7][C:8]1[S:9][C:10]2[CH:19]=[CH:18][C:17](=[O:20])[C:16]3[C:12](=[CH:13][N:14]([CH2:21][C:22]4[CH:27]=[CH:26][C:25]([O:28][CH3:29])=[CH:24][CH:23]=4)[N:15]=3)[C:11]=2[N:30]=1)([CH3:4])([CH3:3])[CH3:2].[H-].[H-].[H-].[H-].[Li+].[Al+3]. The catalyst is C1COCC1. The product is [C:1]([O:5][C:6](=[O:31])[NH:7][C:8]1[S:9][C:10]2[CH2:19][CH2:18][CH:17]([OH:20])[C:16]3[C:12](=[CH:13][N:14]([CH2:21][C:22]4[CH:23]=[CH:24][C:25]([O:28][CH3:29])=[CH:26][CH:27]=4)[N:15]=3)[C:11]=2[N:30]=1)([CH3:4])([CH3:2])[CH3:3]. The yield is 0.400. (3) The reactants are [Cl:1][C:2]1[C:7]([S:8]([NH:11][CH2:12][CH:13]2[CH2:15][CH2:14]2)(=[O:10])=[O:9])=[C:6]([OH:16])[C:5]([N+:17]([O-])=O)=[CH:4][CH:3]=1.[H][H]. The catalyst is [Pd]. The product is [NH2:17][C:5]1[C:6]([OH:16])=[C:7]([S:8]([NH:11][CH2:12][CH:13]2[CH2:15][CH2:14]2)(=[O:9])=[O:10])[C:2]([Cl:1])=[CH:3][CH:4]=1. The yield is 0.890. (4) The reactants are C1([CH:7]([C:16]2[CH:21]=[CH:20][CH:19]=[CH:18][CH:17]=2)[CH:8]([O:13][CH:14]=C)[CH2:9][CH2:10][CH:11]=C)C=CC=CC=1.[CH:22]1[CH:27]=[CH:26][CH:25]=[CH:24][CH:23]=1. The catalyst is Cl[Ru](=CC1C=CC=CC=1)([P](C1CCCCC1)(C1CCCCC1)C1CCCCC1)([P](C1CCCCC1)(C1CCCCC1)C1CCCCC1)Cl. The product is [CH:7]([CH:8]1[CH2:9][CH2:10][CH:11]=[CH:14][O:13]1)([C:16]1[CH:17]=[CH:18][CH:19]=[CH:20][CH:21]=1)[C:22]1[CH:27]=[CH:26][CH:25]=[CH:24][CH:23]=1. The yield is 0.926.